Dataset: Full USPTO retrosynthesis dataset with 1.9M reactions from patents (1976-2016). Task: Predict the reactants needed to synthesize the given product. (1) The reactants are: [Br:1][C:2]1[CH:3]=[CH:4][C:5]2[O:9][C:8]([CH3:10])=[C:7]([O:11]C(=O)C)[C:6]=2[CH:15]=1.Cl. Given the product [Br:1][C:2]1[CH:3]=[CH:4][C:5]2[O:9][CH:8]([CH3:10])[C:7](=[O:11])[C:6]=2[CH:15]=1, predict the reactants needed to synthesize it. (2) Given the product [CH2:1]([O:3][C:4]1[C:5]([F:16])=[C:6]2[C:11]([CH:10]=[C:9]([CH:45]([OH:46])[CH2:44][C@H:41]3[CH2:40][CH2:39][C@H:38]([C@H:35]4[CH2:36][CH2:37][C@H:32]([CH2:28][CH2:29][CH2:30][CH3:31])[CH2:33][CH2:34]4)[CH2:43][CH2:42]3)[C:8]([F:14])=[C:7]2[F:15])=[CH:12][CH:13]=1)[CH3:2], predict the reactants needed to synthesize it. The reactants are: [CH2:1]([O:3][C:4]1[CH:13]=[CH:12][C:11]2[C:6](=[C:7]([F:15])[C:8]([F:14])=[CH:9][CH:10]=2)[C:5]=1[F:16])[CH3:2].C([Li])CCC.CCCCCC.[CH2:28]([C@H:32]1[CH2:37][CH2:36][C@H:35]([C@H:38]2[CH2:43][CH2:42][C@H:41]([CH2:44][CH:45]=[O:46])[CH2:40][CH2:39]2)[CH2:34][CH2:33]1)[CH2:29][CH2:30][CH3:31].Cl. (3) The reactants are: C[O:2][C:3](=[O:23])[C@@H:4]([OH:22])[C@H:5]([NH:14][C:15]([O:17][C:18]([CH3:21])([CH3:20])[CH3:19])=[O:16])[CH2:6][C:7]1[CH:12]=[CH:11][CH:10]=[C:9]([F:13])[CH:8]=1.[OH-].[Na+].CO. Given the product [C:18]([O:17][C:15]([NH:14][C@H:5]([CH2:6][C:7]1[CH:12]=[CH:11][CH:10]=[C:9]([F:13])[CH:8]=1)[C@H:4]([OH:22])[C:3]([OH:23])=[O:2])=[O:16])([CH3:21])([CH3:19])[CH3:20], predict the reactants needed to synthesize it. (4) Given the product [F:17][C:18]1[CH:23]=[CH:22][C:21]([F:24])=[CH:20][C:19]=1[C:25]([OH:32])([CH2:26][N:27]1[CH:31]=[N:30][CH:29]=[N:28]1)[CH:14]([CH3:15])[C:13]#[N:16], predict the reactants needed to synthesize it. The reactants are: C(NC(C)C)(C)C.C([Li])CCC.[C:13](#[N:16])[CH2:14][CH3:15].[F:17][C:18]1[CH:23]=[CH:22][C:21]([F:24])=[CH:20][C:19]=1[C:25](=[O:32])[CH2:26][N:27]1[CH:31]=[N:30][CH:29]=[N:28]1.P([O-])([O-])([O-])=O.